Dataset: Forward reaction prediction with 1.9M reactions from USPTO patents (1976-2016). Task: Predict the product of the given reaction. Given the reactants [O:1]1[CH2:3][CH:2]1[C:4]1[O:8][C:7]([CH:9]2[O:13][CH2:12][CH2:11][O:10]2)=[CH:6][CH:5]=1, predict the reaction product. The product is: [O:10]1[CH2:11][CH2:12][O:13][CH:9]1[C:7]1[O:8][C:4]([CH2:2][CH:3]=[O:1])=[CH:5][CH:6]=1.